From a dataset of Full USPTO retrosynthesis dataset with 1.9M reactions from patents (1976-2016). Predict the reactants needed to synthesize the given product. (1) Given the product [ClH:16].[Cl:16][C:13]1[CH:14]=[CH:15][C:10]([C@@H:9]2[O:8][CH2:7][CH2:6][NH:5][CH2:4][C@H:3]2[CH2:2][NH:1][C:32](=[O:33])[C:31]2[CH:35]=[CH:36][CH:37]=[CH:38][C:30]=2[NH:29][S:26]([CH3:25])(=[O:28])=[O:27])=[CH:11][C:12]=1[F:17], predict the reactants needed to synthesize it. The reactants are: [NH2:1][CH2:2][C@H:3]1[C@H:9]([C:10]2[CH:15]=[CH:14][C:13]([Cl:16])=[C:12]([F:17])[CH:11]=2)[O:8][CH2:7][CH2:6][N:5](C(OC(C)(C)C)=O)[CH2:4]1.[CH3:25][S:26]([NH:29][C:30]1[CH:38]=[CH:37][CH:36]=[CH:35][C:31]=1[C:32](O)=[O:33])(=[O:28])=[O:27]. (2) Given the product [Br:11][CH:2]1[CH2:3][C@@H:4]2[CH2:7][C:1]1([C:14]([OH:16])=[O:15])[CH2:6][CH2:5]2, predict the reactants needed to synthesize it. The reactants are: [C@@H:1]12[CH2:7][C@@H:4]([CH2:5][CH2:6]1)[CH2:3][CH:2]2C(O)=O.[Br:11]Br.C[C:14]([O:16]C=C)=[O:15].C=CCl.S([O-])([O-])=O.[Na+].[Na+].P(Cl)(Cl)Cl. (3) Given the product [C:1]([O:5][C:6](=[O:20])[NH:7][CH2:8][CH2:9][N:10]1[C:18]2[C:17]([NH:25][C:24]3[CH:26]=[CH:27][C:28]([O:29][C:30]4[CH:35]=[CH:34][CH:33]=[C:32]([C:36]5[S:37][CH:38]=[C:39]([C:41]([F:43])([F:44])[F:42])[N:40]=5)[CH:31]=4)=[C:22]([Cl:21])[CH:23]=3)=[N:16][CH:15]=[N:14][C:13]=2[CH:12]=[CH:11]1)([CH3:4])([CH3:3])[CH3:2], predict the reactants needed to synthesize it. The reactants are: [C:1]([O:5][C:6](=[O:20])[NH:7][CH2:8][CH2:9][N:10]1[C:18]2[C:17](Cl)=[N:16][CH:15]=[N:14][C:13]=2[CH:12]=[CH:11]1)([CH3:4])([CH3:3])[CH3:2].[Cl:21][C:22]1[CH:23]=[C:24]([CH:26]=[CH:27][C:28]=1[O:29][C:30]1[CH:35]=[CH:34][CH:33]=[C:32]([C:36]2[S:37][CH:38]=[C:39]([C:41]([F:44])([F:43])[F:42])[N:40]=2)[CH:31]=1)[NH2:25].C(=O)(O)[O-].[Na+]. (4) Given the product [O:11]1[C:12]2([CH2:18][CH2:17][N:16]([C:19]([O:21][C:22]([CH3:25])([CH3:24])[CH3:23])=[O:20])[CH2:15][CH2:14]2)[CH2:13][NH:8][CH2:9][CH:10]1[C:26]([O:28][CH3:29])=[O:27], predict the reactants needed to synthesize it. The reactants are: C([N:8]1[CH2:13][C:12]2([CH2:18][CH2:17][N:16]([C:19]([O:21][C:22]([CH3:25])([CH3:24])[CH3:23])=[O:20])[CH2:15][CH2:14]2)[O:11][CH:10]([C:26]([O:28][CH3:29])=[O:27])[CH2:9]1)C1C=CC=CC=1.C([O-])=O.[NH4+].